This data is from Reaction yield outcomes from USPTO patents with 853,638 reactions. The task is: Predict the reaction yield, written as a fraction of the theoretical maximum amount of product (1.0 means a 100% yield; for example, 0.34 means a 34% yield). The reactants are [NH2:1][C:2]1[CH:3]=[C:4]([CH:9]=[CH:10][C:11]=1[F:12])[C:5]([O:7][CH3:8])=[O:6].Br[C:14]1[CH:15]=[N:16][CH:17]=[N:18][CH:19]=1.C(=O)([O-])[O-].[Cs+].[Cs+].C1(P(C2C=CC=CC=2)C2C3OC4C(=CC=CC=4P(C4C=CC=CC=4)C4C=CC=CC=4)C(C)(C)C=3C=CC=2)C=CC=CC=1. The catalyst is O1CCOCC1.C1C=CC(/C=C/C(/C=C/C2C=CC=CC=2)=O)=CC=1.C1C=CC(/C=C/C(/C=C/C2C=CC=CC=2)=O)=CC=1.[Pd]. The product is [F:12][C:11]1[CH:10]=[CH:9][C:4]([C:5]([O:7][CH3:8])=[O:6])=[CH:3][C:2]=1[NH:1][C:14]1[CH:15]=[N:16][CH:17]=[N:18][CH:19]=1. The yield is 0.900.